Dataset: Blood-brain barrier penetration binary classification data from Martins et al.. Task: Regression/Classification. Given a drug SMILES string, predict its absorption, distribution, metabolism, or excretion properties. Task type varies by dataset: regression for continuous measurements (e.g., permeability, clearance, half-life) or binary classification for categorical outcomes (e.g., BBB penetration, CYP inhibition). Dataset: bbb_martins. (1) The drug is O=C(C1CCCCC1)N1CC(=O)N2CCc3ccccc3C2C1. The result is 1 (penetrates BBB). (2) The result is 1 (penetrates BBB). The drug is C[C@]12C[C@H](O)[C@H]3[C@@H](CCC4=CC(=O)CC[C@@]43C)[C@@H]1CC[C@]2(O)C(=O)COC(=O)CCC(=O)O.O. (3) The drug is CN(C)C(=O)COC1c2ccccc2CCc2ccccc21. The result is 1 (penetrates BBB).